Dataset: Full USPTO retrosynthesis dataset with 1.9M reactions from patents (1976-2016). Task: Predict the reactants needed to synthesize the given product. (1) Given the product [CH:2](=[C:39]1/[CH2:40][CH2:41][C@H:42]([C:49]([N:51]2[CH2:56][CH2:55][N:54]([C:57]3[CH:62]=[CH:61][CH:60]=[CH:59][CH:58]=3)[CH2:53][CH2:52]2)=[O:50])[C@@H:43]([C:45]([O:47][CH3:48])=[O:46])[CH2:44]/1)/[C:3]1[CH:8]=[CH:7][CH:6]=[CH:5][CH:4]=1, predict the reactants needed to synthesize it. The reactants are: [Br-].[CH2:2]([P+](C1C=CC=CC=1)(C1C=CC=CC=1)C1C=CC=CC=1)[C:3]1[CH:8]=[CH:7][CH:6]=[CH:5][CH:4]=1.C[Si]([N-][Si](C)(C)C)(C)C.[Na+].O=[C:39]1[CH2:44][C@H:43]([C:45]([O:47][CH3:48])=[O:46])[C@@H:42]([C:49]([N:51]2[CH2:56][CH2:55][N:54]([C:57]3[CH:62]=[CH:61][CH:60]=[CH:59][CH:58]=3)[CH2:53][CH2:52]2)=[O:50])[CH2:41][CH2:40]1. (2) Given the product [Cl:21][C:22]1[CH:23]=[C:24]([CH3:32])[C:25]([F:31])=[C:26]([C:2]2[C:3]3[CH:10]=[C:9]([C:11]4[CH2:12][CH2:13][N:14]([S:17]([CH3:20])(=[O:19])=[O:18])[CH2:15][CH:16]=4)[NH:8][C:4]=3[N:5]=[CH:6][N:7]=2)[CH:27]=1, predict the reactants needed to synthesize it. The reactants are: Cl[C:2]1[C:3]2[CH:10]=[C:9]([C:11]3[CH2:12][CH2:13][N:14]([S:17]([CH3:20])(=[O:19])=[O:18])[CH2:15][CH:16]=3)[NH:8][C:4]=2[N:5]=[CH:6][N:7]=1.[Cl:21][C:22]1[CH:23]=[C:24]([CH3:32])[C:25]([F:31])=[C:26](B(O)O)[CH:27]=1.C(=O)([O-])[O-].[Cs+].[Cs+].[O-]P([O-])([O-])=O.[O-]P([O-])([O-])=O.[Ca+2].[Ca+2].[Ca+2]. (3) Given the product [NH2:1][C:2]1[C:7]([C:8]([NH:14][C:13]2[CH:15]=[CH:16][CH:17]=[C:18]([F:19])[C:12]=2[F:11])=[O:10])=[N:23][CH:5]=[CH:4][N:3]=1, predict the reactants needed to synthesize it. The reactants are: [NH2:1][C:2]1[C:7]([C:8]([OH:10])=O)=C[CH:5]=[CH:4][N:3]=1.[F:11][C:12]1[C:18]([F:19])=[CH:17][CH:16]=[CH:15][C:13]=1[NH2:14].ClC1C(Cl)=CC=CC=1[NH2:23].ClC1C(F)=C(C=CC=1)N. (4) The reactants are: [CH3:1][O:2][C:3]1[CH:9]=[CH:8][C:6]([NH2:7])=[CH:5][CH:4]=1.Cl[C:11]1[CH:19]=[CH:18][CH:17]=[CH:16][C:12]=1[C:13]([OH:15])=[O:14].C(=O)([O-])[O-].[Na+].[Na+].C. Given the product [CH3:1][O:2][C:3]1[CH:9]=[CH:8][C:6]([NH:7][C:11]2[C:12](=[CH:16][CH:17]=[CH:18][CH:19]=2)[C:13]([OH:15])=[O:14])=[CH:5][CH:4]=1, predict the reactants needed to synthesize it. (5) Given the product [F:27][C:14]1[CH:15]=[CH:16][C:17]([N:21]2[CH2:26][CH2:25][N:24]([CH2:33][CH2:34][C:35]3[CH:40]=[CH:39][CH:38]=[C:37]([N+:41]([O-:43])=[O:42])[CH:36]=3)[CH2:23][CH2:22]2)=[C:18]2[C:13]=1[N:12]=[C:11]([CH3:10])[CH:20]=[CH:19]2, predict the reactants needed to synthesize it. The reactants are: C(N(CC)C(C)C)(C)C.[CH3:10][C:11]1[CH:20]=[CH:19][C:18]2[C:13](=[C:14]([F:27])[CH:15]=[CH:16][C:17]=2[N:21]2[CH2:26][CH2:25][NH:24][CH2:23][CH2:22]2)[N:12]=1.CS(O[CH2:33][CH2:34][C:35]1[CH:40]=[CH:39][CH:38]=[C:37]([N+:41]([O-:43])=[O:42])[CH:36]=1)(=O)=O. (6) Given the product [Cl:1][C:2]1[CH:3]=[C:4]([C:5]2[CH2:29][C:28]([C:23]3[CH:24]=[C:25]([Cl:27])[CH:26]=[C:21]([Cl:20])[CH:22]=3)([C:30]([F:31])([F:33])[F:32])[O:7][N:6]=2)[CH:8]=[CH:9][C:10]=1[CH3:11], predict the reactants needed to synthesize it. The reactants are: [Cl:1][C:2]1[CH:3]=[C:4]([CH:8]=[CH:9][C:10]=1[CH3:11])[CH:5]=[N:6][OH:7].ClN1C(=O)CCC1=O.[Cl:20][C:21]1[CH:22]=[C:23]([C:28]([C:30]([F:33])([F:32])[F:31])=[CH2:29])[CH:24]=[C:25]([Cl:27])[CH:26]=1.C(=O)([O-])O.[K+].